This data is from Full USPTO retrosynthesis dataset with 1.9M reactions from patents (1976-2016). The task is: Predict the reactants needed to synthesize the given product. (1) Given the product [F:21][C:22]1[CH:27]=[CH:26][CH:25]=[C:24]([F:28])[C:23]=1[C:2]1[CH:7]=[CH:6][N:5]=[C:4]([N:8]2[CH2:13][CH2:12][N:11]([C:14]([O:16][C:17]([CH3:20])([CH3:19])[CH3:18])=[O:15])[CH2:10][CH2:9]2)[N:3]=1, predict the reactants needed to synthesize it. The reactants are: Cl[C:2]1[CH:7]=[CH:6][N:5]=[C:4]([N:8]2[CH2:13][CH2:12][N:11]([C:14]([O:16][C:17]([CH3:20])([CH3:19])[CH3:18])=[O:15])[CH2:10][CH2:9]2)[N:3]=1.[F:21][C:22]1[CH:27]=[CH:26][CH:25]=[C:24]([F:28])[C:23]=1B(O)O.[F-].[K+].C(P(C(C)(C)C)C(C)(C)C)(C)(C)C. (2) Given the product [S:18]([C:20]1[CH:25]=[CH:24][C:23]([NH:26][C:2]2[N:7]=[C:6]([O:8][C:9]3[CH:14]=[CH:13][C:12]([O:15][CH3:16])=[CH:11][CH:10]=3)[C:5]([Cl:17])=[CH:4][N:3]=2)=[CH:22][CH:21]=1)(=[O:19])(=[O:27])[NH2:28], predict the reactants needed to synthesize it. The reactants are: Cl[C:2]1[N:7]=[C:6]([O:8][C:9]2[CH:14]=[CH:13][C:12]([O:15][CH3:16])=[CH:11][CH:10]=2)[C:5]([Cl:17])=[CH:4][N:3]=1.[S:18]([NH2:28])(=[O:27])([C:20]1[CH:25]=[CH:24][C:23]([NH2:26])=[CH:22][CH:21]=1)=[O:19].